This data is from Reaction yield outcomes from USPTO patents with 853,638 reactions. The task is: Predict the reaction yield, written as a fraction of the theoretical maximum amount of product (1.0 means a 100% yield; for example, 0.34 means a 34% yield). (1) The catalyst is CS(C)=O.CN(C)C1C=CN=CC=1.C(OCC)(=O)C. The yield is 0.730. The reactants are [C:1]([C:3]1[CH:33]=[C:32]([F:34])[CH:31]=[CH:30][C:4]=1[CH2:5][NH:6][C:7]([C:9]1[N:10]=[C:11]2[N:16]([C:17](=[O:27])[C:18]=1[O:19][CH2:20][C:21]1[CH:26]=[CH:25][CH:24]=[CH:23][CH:22]=1)[CH2:15][CH2:14][O:13][C:12]2([CH3:29])[CH3:28])=[O:8])#[CH:2].[N+:35]([CH3:38])([O-])=[O:36].[Cl-].[CH3:40]OC1N=C(OC)N=C([N+]2(C)CCOCC2)N=1. The product is [F:34][C:32]1[CH:31]=[CH:30][C:4]([CH2:5][NH:6][C:7]([C:9]2[N:10]=[C:11]3[N:16]([C:17](=[O:27])[C:18]=2[O:19][CH2:20][C:21]2[CH:26]=[CH:25][CH:24]=[CH:23][CH:22]=2)[CH2:15][CH2:14][O:13][C:12]3([CH3:29])[CH3:28])=[O:8])=[C:3]([C:1]2[O:36][N:35]=[C:38]([CH3:40])[CH:2]=2)[CH:33]=1. (2) The reactants are [CH3:1][Si:2](Cl)([CH3:4])[CH3:3].[CH3:6][O:7][C:8](=[O:14])[C:9]([CH3:13])([CH3:12])[CH2:10][OH:11].C(N(CC)CC)C. The catalyst is ClCCl.C(OCC)C. The product is [CH3:6][O:7][C:8](=[O:14])[C:9]([CH3:13])([CH3:12])[CH2:10][O:11][Si:2]([CH3:4])([CH3:3])[CH3:1]. The yield is 0.910. (3) The reactants are [CH3:1][N:2]1[N:6]=[N:5][C:4]([C:7]2[CH:12]=[CH:11][C:10]([C:13]3[CH:18]=[CH:17][C:16]([N:19]4[CH2:23][C@H:22]([CH2:24]OS(C)(=O)=O)[O:21][C:20]4=[O:30])=[CH:15][C:14]=3[F:31])=[CH:9][N:8]=2)=[N:3]1.Cl.[CH3:33][NH:34][CH3:35]. The catalyst is CN(C)C=O. The product is [CH3:1][N:2]1[N:6]=[N:5][C:4]([C:7]2[CH:12]=[CH:11][C:10]([C:13]3[CH:18]=[CH:17][C:16]([N:19]4[CH2:23][C@@H:22]([CH2:24][N:34]([CH3:35])[CH3:33])[O:21][C:20]4=[O:30])=[CH:15][C:14]=3[F:31])=[CH:9][N:8]=2)=[N:3]1. The yield is 0.760. (4) The reactants are C([O:4][C:5]1[C:10]2[S:11][C:12]([CH3:14])=[CH:13][C:9]=2[CH:8]=[CH:7][C:6]=1[O:15][CH3:16])(C)C. The catalyst is C(Cl)Cl. The product is [OH:4][C:5]1[C:10]2[S:11][C:12]([CH3:14])=[CH:13][C:9]=2[CH:8]=[CH:7][C:6]=1[O:15][CH3:16]. The yield is 1.00. (5) The catalyst is COCCOC.O. The product is [F:1][C:2]1[CH:9]=[C:8]([F:10])[CH:7]=[C:6]2[C:3]=1[CH:4]=[N:22][NH:23]2. The reactants are [F:1][C:2]1[CH:9]=[C:8]([F:10])[CH:7]=[C:6](F)[C:3]=1[CH:4]=O.C(=O)([O-])[O-].[K+].[K+].Cl.CON.[NH2:22][NH2:23]. The yield is 0.470. (6) The yield is 0.450. The product is [CH3:10][N:11]([CH3:15])[CH2:12][C:13]#[C:14][C:2]1[CH:3]=[C:4]([NH2:9])[C:5]([F:8])=[N:6][CH:7]=1. The reactants are Br[C:2]1[CH:3]=[C:4]([NH2:9])[C:5]([F:8])=[N:6][CH:7]=1.[CH3:10][N:11]([CH3:15])[CH2:12][C:13]#[CH:14].C(=O)([O-])[O-].[Cs+].[Cs+].CC(C1C=C(C(C)C)C(C2C=CC=CC=2P(C2CCCCC2)C2CCCCC2)=C(C(C)C)C=1)C. The catalyst is CN(C=O)C.CC#N.CC#N.Cl[Pd]Cl. (7) The catalyst is CN(C=O)C.[Cu]I.Cl[Pd](Cl)([P](C1C=CC=CC=1)(C1C=CC=CC=1)C1C=CC=CC=1)[P](C1C=CC=CC=1)(C1C=CC=CC=1)C1C=CC=CC=1.C(OCC)(=O)C. The product is [C:32]([O:36][C:37](=[O:50])[NH:38][C:39]1[CH:40]=[N:41][C:42]([S:46]([CH3:49])(=[O:48])=[O:47])=[CH:43][C:44]=1[C:13]#[C:12][CH2:11][C@@:10]([OH:14])([C:15]([F:16])([F:18])[F:17])[CH2:9][C:8]([C:5]1[CH:6]=[CH:7][C:2]([Cl:1])=[CH:3][C:4]=1[S:21]([CH3:24])(=[O:22])=[O:23])([CH3:20])[CH3:19])([CH3:35])([CH3:34])[CH3:33]. The reactants are [Cl:1][C:2]1[CH:7]=[CH:6][C:5]([C:8]([CH3:20])([CH3:19])[CH2:9][C@@:10]([C:15]([F:18])([F:17])[F:16])([OH:14])[CH2:11][C:12]#[CH:13])=[C:4]([S:21]([CH3:24])(=[O:23])=[O:22])[CH:3]=1.C(N(CC)CC)C.[C:32]([O:36][C:37](=[O:50])[NH:38][C:39]1[CH:40]=[N:41][C:42]([S:46]([CH3:49])(=[O:48])=[O:47])=[CH:43][C:44]=1I)([CH3:35])([CH3:34])[CH3:33].[Cl-].[NH4+]. The yield is 0.680. (8) The reactants are [NH2:1][C:2]1[N:3](C(OCC2C=CC=CC=2)=O)[CH:4]=[C:5]([CH2:7][CH2:8][O:9][CH3:10])[N:6]=1.[OH:21][C@H:22]([C@@H:26]([NH:34][C:35](=[O:59])[C:36]1[CH:41]=[C:40]([C:42]([NH:44][C@@H:45]([C:47]2[CH:52]=[CH:51][CH:50]=[CH:49][CH:48]=2)[CH3:46])=[O:43])[CH:39]=[C:38]([N:53]([CH3:58])[S:54]([CH3:57])(=[O:56])=[O:55])[CH:37]=1)[CH2:27][C:28]1[CH:33]=[CH:32][CH:31]=[CH:30][CH:29]=1)[C:23](O)=[O:24].C1C=CC2N(O)N=NC=2C=1.O.CCN=C=NCCCN(C)C.Cl.C([O-])=O.[NH4+]. The catalyst is CN(C=O)C.CO.[Pd]. The product is [CH2:27]([C@H:26]([NH:34][C:35](=[O:59])[C:36]1[CH:37]=[C:38]([N:53]([CH3:58])[S:54]([CH3:57])(=[O:56])=[O:55])[CH:39]=[C:40]([C:42]([NH:44][C@@H:45]([C:47]2[CH:48]=[CH:49][CH:50]=[CH:51][CH:52]=2)[CH3:46])=[O:43])[CH:41]=1)[C@@H:22]([OH:21])[C:23]([NH:1][C:2]1[NH:6][C:5]([CH2:7][CH2:8][O:9][CH3:10])=[CH:4][N:3]=1)=[O:24])[C:28]1[CH:29]=[CH:30][CH:31]=[CH:32][CH:33]=1. The yield is 0.670. (9) The reactants are [CH3:1][O:2][C:3](=[O:24])[CH2:4][O:5][C:6]1[CH:11]=[CH:10][CH:9]=[CH:8][C:7]=1[N:12]([C:14](=[O:23])[C:15]1[CH:20]=[CH:19][C:18]([Cl:21])=[C:17](Br)[CH:16]=1)[CH3:13].[B:25]1([B:25]2[O:29][C:28]([CH3:31])([CH3:30])[C:27]([CH3:33])([CH3:32])[O:26]2)[O:29][C:28]([CH3:31])([CH3:30])[C:27]([CH3:33])([CH3:32])[O:26]1.C([O-])(=O)C.[K+]. The catalyst is O1CCOCC1.C1C=CC(P(C2C=CC=CC=2)[C-]2C=CC=C2)=CC=1.C1C=CC(P(C2C=CC=CC=2)[C-]2C=CC=C2)=CC=1.Cl[Pd]Cl.[Fe+2]. The product is [CH3:1][O:2][C:3](=[O:24])[CH2:4][O:5][C:6]1[CH:11]=[CH:10][CH:9]=[CH:8][C:7]=1[N:12]([C:14](=[O:23])[C:15]1[CH:20]=[CH:19][C:18]([Cl:21])=[C:17]([B:25]2[O:29][C:28]([CH3:31])([CH3:30])[C:27]([CH3:33])([CH3:32])[O:26]2)[CH:16]=1)[CH3:13]. The yield is 1.00. (10) The reactants are ClC1C=CC2C(=CC([O:18][S:19]([N:21]3[CH2:26][CH2:25][N:24]([CH2:27][C:28]4[CH:33]=[CH:32][C:31]([C:34]#[N:35])=[CH:30][CH:29]=4)[C:23](=[O:36])[CH2:22]3)=[O:20])(C(OC(C)(C)C)=O)N=2)C=1.[ClH:37].[NH:38]1[CH2:41][CH2:40][CH2:39]1.C([N:44]([CH2:47][CH3:48])[CH2:45][CH3:46])C. The catalyst is CCO. The product is [N:38]1([N:35]=[CH:34][C:31]2[CH:30]=[CH:29][C:28]([CH2:27][N:24]3[CH2:25][CH2:26][N:21]([S:19]([C:47]4[NH:44][C:45]5[C:46]([CH:48]=4)=[CH:30][C:29]([Cl:37])=[CH:28][CH:27]=5)(=[O:18])=[O:20])[CH2:22][C:23]3=[O:36])=[CH:33][CH:32]=2)[CH2:41][CH2:40][CH2:39]1. The yield is 0.740.